From a dataset of Peptide-MHC class I binding affinity with 185,985 pairs from IEDB/IMGT. Regression. Given a peptide amino acid sequence and an MHC pseudo amino acid sequence, predict their binding affinity value. This is MHC class I binding data. The peptide sequence is RMRGAHTNDVK. The MHC is HLA-B40:01 with pseudo-sequence HLA-B40:01. The binding affinity (normalized) is 0.